Binary Classification. Given a miRNA mature sequence and a target amino acid sequence, predict their likelihood of interaction. From a dataset of Experimentally validated miRNA-target interactions with 360,000+ pairs, plus equal number of negative samples. (1) The miRNA is hsa-miR-219b-3p with sequence AGAAUUGCGUUUGGACAAUCAGU. The protein sequence of the target gene is MRWILCWSLTLCLMAQTALGALHTKRPQVVTKYGTLQGKQMHVGKTPIQVFLGVPFSRPPLGILRFAPPEPPEPWKGIRDATTYPPGCLQESWGQLASMYVSTRERYKWLRFSEDCLYLNVYAPARAPGDPQLPVMVWFPGGAFIVGAASSYEGSDLAAREKVVLVFLQHRLGIFGFLSTDDSHARGNWGLLDQMAALRWVQENIAAFGGDPGNVTLFGQSAGAMSISGLMMSPLASGLFHRAISQSGTALFRLFITSNPLKVAKKVAHLAGCNHNSTQILVNCLRALSGTKVMRVSNKM.... Result: 0 (no interaction). (2) The miRNA is hsa-miR-8085 with sequence UGGGAGAGAGGACUGUGAGGC. The protein sequence of the target gene is MEPELAAQKQPRPRRRSRRASGLSTEGATGPSADTSGSELDGRCSLRRGSSFTFLTPGPNWDFTLKRKRREKDDDVVSLSSLDLKEPSNKRVRPLARVTSLANLISPVRNGAVRRFGQTIQSFTLRGDHRSPASAQKFSSRSTVPTPAKRRSSALWSEMLDITMKESLTTREIRRQEAIYEMSRGEQDLIEDLKLARKAYHDPMLKLSIMSEEELTHIFGDLDSYIPLHEDLLTRIGEATKPDGTVEQIGHILVSWLPRLNAYRGYCSNQLAAKALLDQKKQDPRVQDFLQRCLESPFSR.... Result: 0 (no interaction). (3) The miRNA is hsa-miR-6501-3p with sequence CCAGAGCAGCCUGCGGUAACAGU. The protein sequence of the target gene is MAQTVQNVTLSLTLPITCHICLGKVRQPVICINNHVFCSICIDLWLKNNSQCPACRVPITPENPCKEIIGGTSESEPMLSHTVRKHLRKTRLELLHKEYEDEIDCLQKEVEELKSKNLSLESQIKTILDPLTLVQGNQNEDKHLVTDNPSKINPETVAEWKKKLRTANEIYEKVKDDVDKLKEANKKLKLENGGLVRENLRLKAEVDNRSPQKFGRFAVAALQSKVEQYERETNRLKKALERSDKYIEELESQVAQLKNSSEEKEAMNSICQTALSADGKGSKGSEEDVVSKNQGDSARK.... Result: 1 (interaction). (4) The miRNA is hsa-miR-204-5p with sequence UUCCCUUUGUCAUCCUAUGCCU. The protein sequence of the target gene is MDDFISISLLSLAMLVGCYVAGIIPLAVNFSEERLKLVTVLGAGLLCGTALAVIVPEGVHALYEDILEGKHHQASETHNVIASDKAAEKSVVHEHEHSHDHTQLHAYIGVSLVLGFVFMLLVDQIGNSHVHSTDDPEAARSSNSKITTTLGLVVHAAADGVALGAAASTSQTSVQLIVFVAIMLHKAPAAFGLVSFLMHAGLERNRIRKHLLVFALAAPVMSMVTYLGLSKSSKEALSEVNATGVAMLFSAGTFLYVATVHVLPEVGGIGHSHKPDATGGRGLSRLEVAALVLGCLIPLI.... Result: 1 (interaction). (5) The miRNA is hsa-miR-503-5p with sequence UAGCAGCGGGAACAGUUCUGCAG. The protein sequence of the target gene is MSPTISHKDSSRQRRPGNFSHSLDMKSGPLPPGGWDDSHLDSAGREGDREALLGDTGTGDFLKAPQSFRAELSSILLLLFLYVLQGIPLGLAGSIPLILQSKNVSYTDQAFFSFVFWPFSLKLLWAPLVDAVYVKNFGRRKSWLVPTQYILGLFMIYLSTQVDRLLGNTDDRTPDVIALTVAFFLFEFLAATQDIAVDGWALTMLSRENVGYASTCNSVGQTAGYFLGNVLFLALESADFCNKYLRFQPQPRGIVTLSDFLFFWGTVFLITTTLVALLKKENEVSVVKEETQGITDTYKL.... Result: 1 (interaction). (6) The miRNA is hsa-miR-4302 with sequence CCAGUGUGGCUCAGCGAG. The protein sequence of the target gene is MEVLPKALEVDERSPESKDLLPSQTASSLCISSRSESVWTTTPKSNWEIYHKPIIIMSVGAAILLFGVAITCVAYILEEKHKVVQVLRMIGPAFLSLGLMMLVCGLVWVPIIKKKQKQRQKSNFFQSLKFFLLNR. Result: 0 (no interaction).